The task is: Regression. Given a peptide amino acid sequence and an MHC pseudo amino acid sequence, predict their binding affinity value. This is MHC class I binding data.. This data is from Peptide-MHC class I binding affinity with 185,985 pairs from IEDB/IMGT. (1) The peptide sequence is TPREAPYEL. The MHC is HLA-B27:05 with pseudo-sequence HLA-B27:05. The binding affinity (normalized) is 0.0847. (2) The peptide sequence is HLLCQAFSV. The MHC is HLA-A23:01 with pseudo-sequence HLA-A23:01. The binding affinity (normalized) is 0.0847. (3) The peptide sequence is ATVAYFNMVY. The MHC is HLA-A23:01 with pseudo-sequence HLA-A23:01. The binding affinity (normalized) is 0.0444. (4) The binding affinity (normalized) is 0.899. The peptide sequence is YLYGLSPAI. The MHC is HLA-A02:03 with pseudo-sequence HLA-A02:03. (5) The peptide sequence is IPQQLDSWWTSL. The MHC is H-2-Ld with pseudo-sequence H-2-Ld. The binding affinity (normalized) is 0.952. (6) The peptide sequence is CNYTKFWYV. The MHC is HLA-A02:02 with pseudo-sequence HLA-A02:02. The binding affinity (normalized) is 0.300. (7) The peptide sequence is KSLDNYQEW. The binding affinity (normalized) is 0.0847. The MHC is HLA-A25:01 with pseudo-sequence HLA-A25:01. (8) The peptide sequence is RARIKTRLF. The MHC is HLA-A03:01 with pseudo-sequence HLA-A03:01. The binding affinity (normalized) is 0.0847.